This data is from Experimentally validated miRNA-target interactions with 360,000+ pairs, plus equal number of negative samples. The task is: Binary Classification. Given a miRNA mature sequence and a target amino acid sequence, predict their likelihood of interaction. The miRNA is hsa-miR-8078 with sequence GGUCUAGGCCCGGUGAGAGACUC. The protein sequence of the target gene is MEGVLYKWTNYLSGWQPRWFLLCGGILSYYDSPEDAWKGCKGSIQMAVCEIQVHSVDNTRMDLIIPGEQYFYLKARSVAERQRWLVALGSAKACLTDSRTQKEKEFAENTENLKTKMSELRLYCDLLVQQVDKTKEVTTTGVSNSEEGIDVGTLLKSTCNTFLKTLEECMQIANAAFTSELLYRTPPGSPQLAMLKSSKMKHPIIPIHNSLERQMELSTCENGSLNMEINGEEEILMKNKNSLYLKSAEIDCSISSEENTDDNITVQGEIRKEDGMENLKNHDNNLTQSGSDSSCSPECL.... Result: 1 (interaction).